Dataset: Full USPTO retrosynthesis dataset with 1.9M reactions from patents (1976-2016). Task: Predict the reactants needed to synthesize the given product. (1) Given the product [CH:42]([N:25]([CH2:24][C@@H:10]1[C@@H:11]([NH:13][S:14]([C:17]2[CH:22]=[CH:21][C:20]([CH3:23])=[CH:19][CH:18]=2)(=[O:15])=[O:16])[CH2:12][NH:8][CH2:9]1)[C:26](=[O:41])[C:27]1[CH:32]=[CH:31][C:30]([O:33][CH3:34])=[C:29]([O:35][CH2:36][CH2:37][CH2:38][O:39][CH3:40])[CH:28]=1)([CH3:43])[CH3:44], predict the reactants needed to synthesize it. The reactants are: C(OC([N:8]1[CH2:12][C@H:11]([NH:13][S:14]([C:17]2[CH:22]=[CH:21][C:20]([CH3:23])=[CH:19][CH:18]=2)(=[O:16])=[O:15])[C@@H:10]([CH2:24][N:25]([CH:42]([CH3:44])[CH3:43])[C:26](=[O:41])[C:27]2[CH:32]=[CH:31][C:30]([O:33][CH3:34])=[C:29]([O:35][CH2:36][CH2:37][CH2:38][O:39][CH3:40])[CH:28]=2)[CH2:9]1)=O)(C)(C)C.C(O)(C(F)(F)F)=O.C([O-])(O)=O.[Na+]. (2) Given the product [C:1]([O:5][C:6]([N:8]1[CH2:13][CH2:12][CH:11]([CH2:14][CH:15]=[CH2:18])[CH2:10][CH2:9]1)=[O:7])([CH3:4])([CH3:3])[CH3:2], predict the reactants needed to synthesize it. The reactants are: [C:1]([O:5][C:6]([N:8]1[CH2:13][CH2:12][CH:11]([CH2:14][CH:15]=O)[CH2:10][CH2:9]1)=[O:7])([CH3:4])([CH3:3])[CH3:2].N12CCCN=C1CCCC[CH2:18]2.